Task: Predict which catalyst facilitates the given reaction.. Dataset: Catalyst prediction with 721,799 reactions and 888 catalyst types from USPTO (1) Reactant: [Cl:1][C:2]1[C:3]([C:8]([CH3:13])([CH3:12])[C:9]([OH:11])=O)=[N:4][CH:5]=[CH:6][N:7]=1.[NH2:14][CH:15]1[CH2:20][CH2:19][N:18]([C:21]([O:23][C:24]([CH3:27])([CH3:26])[CH3:25])=[O:22])[CH2:17][CH2:16]1.CCN(C(C)C)C(C)C.O. Product: [Cl:1][C:2]1[C:3]([C:8]([CH3:13])([CH3:12])[C:9]([NH:14][CH:15]2[CH2:16][CH2:17][N:18]([C:21]([O:23][C:24]([CH3:27])([CH3:26])[CH3:25])=[O:22])[CH2:19][CH2:20]2)=[O:11])=[N:4][CH:5]=[CH:6][N:7]=1. The catalyst class is: 3. (2) Reactant: CN(C(ON1N=NC2C=CC=NC1=2)=[N+](C)C)C.F[P-](F)(F)(F)(F)F.[CH3:25][Si:26]([CH3:76])([CH3:75])[CH2:27][CH2:28][O:29][C:30]([N:32]1[CH2:37][CH2:36][CH:35]([NH:38][CH2:39][C:40]2[CH:45]=[C:44]([C:46]3[CH:73]=[CH:72][C:49]4[N:50]([C:53]([C:66]5[CH:71]=[CH:70][CH:69]=[CH:68][CH:67]=5)([C:60]5[CH:65]=[CH:64][CH:63]=[CH:62][CH:61]=5)[C:54]5[CH:59]=[CH:58][CH:57]=[CH:56][CH:55]=5)[N:51]=[N:52][C:48]=4[CH:47]=3)[CH:43]=[CH:42][C:41]=2[F:74])[CH2:34][CH2:33]1)=[O:31].[F:77][C:78]1[CH:86]=[CH:85][C:81]([C:82](O)=[O:83])=[CH:80][CH:79]=1.C(N(C(C)C)CC)(C)C. Product: [CH3:25][Si:26]([CH3:76])([CH3:75])[CH2:27][CH2:28][O:29][C:30]([N:32]1[CH2:33][CH2:34][CH:35]([N:38]([C:82](=[O:83])[C:81]2[CH:85]=[CH:86][C:78]([F:77])=[CH:79][CH:80]=2)[CH2:39][C:40]2[CH:45]=[C:44]([C:46]3[CH:73]=[CH:72][C:49]4[N:50]([C:53]([C:54]5[CH:59]=[CH:58][CH:57]=[CH:56][CH:55]=5)([C:60]5[CH:61]=[CH:62][CH:63]=[CH:64][CH:65]=5)[C:66]5[CH:67]=[CH:68][CH:69]=[CH:70][CH:71]=5)[N:51]=[N:52][C:48]=4[CH:47]=3)[CH:43]=[CH:42][C:41]=2[F:74])[CH2:36][CH2:37]1)=[O:31]. The catalyst class is: 13. (3) Reactant: [C:1](=O)(O)[O-].[Na+].Cl.[NH2:7][OH:8].[C:9]([C:11]1[CH:12]=[CH:13][C:14]([NH:17][C:18](=[O:24])[CH2:19][CH2:20][C:21]([OH:23])=[O:22])=[N:15][CH:16]=1)#[N:10]. Product: [OH:8]/[N:7]=[C:9](/[C:11]1[CH:12]=[CH:13][C:14]([NH:17][C:18](=[O:24])[CH2:19][CH2:20][C:21]([O:23][CH3:1])=[O:22])=[N:15][CH:16]=1)\[NH2:10]. The catalyst class is: 72. (4) Product: [C:1]([C:4]1[C:9]2[N:10]([CH3:17])[C:11](=[O:13])[O:12][C:8]=2[CH:7]=[CH:6][CH:5]=1)(=[O:3])[CH3:2]. Reactant: [C:1]([C:4]1[C:9]2[NH:10][C:11](=[O:13])[O:12][C:8]=2[CH:7]=[CH:6][CH:5]=1)(=[O:3])[CH3:2].CI.[K].[CH3:17]C(C)([O-])C. The catalyst class is: 9. (5) Reactant: CC(C[AlH]CC(C)C)C.C1(C)C=CC=CC=1.C([O:19][C:20](=O)/[CH:21]=[C:22](\[C:29]1[CH:34]=[CH:33][C:32]([Br:35])=[CH:31][CH:30]=1)/[C:23]1[CH:28]=[CH:27][CH:26]=[CH:25][CH:24]=1)C.O. The catalyst class is: 1. Product: [Br:35][C:32]1[CH:31]=[CH:30][C:29](/[C:22](/[C:23]2[CH:24]=[CH:25][CH:26]=[CH:27][CH:28]=2)=[CH:21]\[CH2:20][OH:19])=[CH:34][CH:33]=1.